From a dataset of Forward reaction prediction with 1.9M reactions from USPTO patents (1976-2016). Predict the product of the given reaction. (1) Given the reactants Cl.[F:2][C:3]1[CH:4]=[C:5]([CH:43]=[CH:44][CH:45]=1)[CH2:6][N:7]1[CH:11]=[C:10]([C:12]2[C:20]3[C:15](=[N:16][CH:17]=[C:18]([C:21]4[CH:22]=[N:23][C:24]([CH:27]5[CH2:32][CH2:31][NH:30][CH2:29][CH2:28]5)=[CH:25][CH:26]=4)[CH:19]=3)[N:14]([S:33]([C:36]3[CH:42]=[CH:41][C:39]([CH3:40])=[CH:38][CH:37]=3)(=[O:35])=[O:34])[CH:13]=2)[CH:9]=[N:8]1.[CH3:46][C@H:47]1[CH2:49][O:48]1.CCN(C(C)C)C(C)C, predict the reaction product. The product is: [F:2][C:3]1[CH:4]=[C:5]([CH:43]=[CH:44][CH:45]=1)[CH2:6][N:7]1[CH:11]=[C:10]([C:12]2[C:20]3[C:15](=[N:16][CH:17]=[C:18]([C:21]4[CH:26]=[CH:25][C:24]([CH:27]5[CH2:32][CH2:31][N:30]([CH2:46][C@@H:47]([OH:48])[CH3:49])[CH2:29][CH2:28]5)=[N:23][CH:22]=4)[CH:19]=3)[N:14]([S:33]([C:36]3[CH:37]=[CH:38][C:39]([CH3:40])=[CH:41][CH:42]=3)(=[O:34])=[O:35])[CH:13]=2)[CH:9]=[N:8]1. (2) Given the reactants [Cl:1][C:2]1[C:11]2[C:6](=[CH:7][CH:8]=[CH:9][CH:10]=2)[C:5]([N:12]2[CH2:17][CH2:16][NH:15][C@@H:14]([CH3:18])[CH2:13]2)=[N:4][N:3]=1.C(N(CC)CC)C.[C:26](Cl)(=[O:33])[C:27]1[CH:32]=[CH:31][CH:30]=[CH:29][CH:28]=1.C([O-])(O)=O.[Na+], predict the reaction product. The product is: [Cl:1][C:2]1[C:11]2[C:6](=[CH:7][CH:8]=[CH:9][CH:10]=2)[C:5]([N:12]2[CH2:17][CH2:16][N:15]([C:26]([C:27]3[CH:32]=[CH:31][CH:30]=[CH:29][CH:28]=3)=[O:33])[C@@H:14]([CH3:18])[CH2:13]2)=[N:4][N:3]=1. (3) Given the reactants [Br:1][C:2]1[CH:7]=[CH:6][C:5]([N:8]2[C:12]([Cl:13])=[CH:11][C:10]([NH:14][C:15](=[O:19])[CH2:16][C:17]#[N:18])=[C:9]2[C:20]([O:22]CC)=O)=[CH:4][CH:3]=1.[H-].[Na+].O.Cl, predict the reaction product. The product is: [Br:1][C:2]1[CH:3]=[CH:4][C:5]([N:8]2[C:9]3[C:20]([OH:22])=[C:16]([C:17]#[N:18])[C:15](=[O:19])[NH:14][C:10]=3[CH:11]=[C:12]2[Cl:13])=[CH:6][CH:7]=1. (4) Given the reactants [OH:1][C:2]1[CH:11]=[C:10]2[C:5]([C:6]3[CH:30]=[CH:29][C:28]([C:31](=[O:33])[CH3:32])=[CH:27][C:7]=3[CH:8]([C:12]3[CH:17]=[CH:16][C:15]([O:18][CH2:19][CH2:20][N:21]4[CH2:26][CH2:25][CH2:24][CH2:23][CH2:22]4)=[CH:14][CH:13]=3)[O:9]2)=[CH:4][CH:3]=1.[SiH](CC)(CC)[CH2:35]C.B(F)(F)F.CCOCC.C([O-])(O)=O.[Na+], predict the reaction product. The product is: [CH3:35][O:1][C:2]1[CH:11]=[C:10]2[C:5]([C:6]3[CH:30]=[CH:29][C:28]([C:31](=[O:33])[CH3:32])=[CH:27][C:7]=3[CH:8]([C:12]3[CH:13]=[CH:14][C:15]([O:18][CH2:19][CH2:20][N:21]4[CH2:26][CH2:25][CH2:24][CH2:23][CH2:22]4)=[CH:16][CH:17]=3)[O:9]2)=[CH:4][CH:3]=1. (5) Given the reactants [Br:1][C:2]1[CH:8]=[C:7]([C:9]#[N:10])[CH:6]=[CH:5][C:3]=1[NH2:4].C(O)(=O)CC.[N:16](OS(=O)(=O)O)=O.[CH2:23]([CH:25]([CH2:54][CH2:55][CH2:56][CH3:57])[CH2:26][O:27][C:28]1[CH:44]=[CH:43][C:42]([O:45][CH2:46][CH:47]([CH2:52][CH3:53])[CH2:48][CH2:49][CH2:50][CH3:51])=[CH:41][C:29]=1[N:30]([CH2:36][CH2:37][CH2:38][CH2:39][CH3:40])[CH2:31][CH2:32][CH2:33][CH2:34][CH3:35])[CH3:24], predict the reaction product. The product is: [Br:1][C:2]1[CH:8]=[C:7]([CH:6]=[CH:5][C:3]=1/[N:4]=[N:16]/[C:43]1[CH:44]=[C:28]([O:27][CH2:26][CH:25]([CH2:23][CH3:24])[CH2:54][CH2:55][CH2:56][CH3:57])[C:29]([N:30]([CH2:36][CH2:37][CH2:38][CH2:39][CH3:40])[CH2:31][CH2:32][CH2:33][CH2:34][CH3:35])=[CH:41][C:42]=1[O:45][CH2:46][CH:47]([CH2:52][CH3:53])[CH2:48][CH2:49][CH2:50][CH3:51])[C:9]#[N:10]. (6) Given the reactants FC(F)(F)C(O)=O.[CH3:8][S:9]([C:12]1[CH:17]=[CH:16][C:15]([C:18]2[CH:23]=[CH:22][C:21]([O:24][CH2:25][CH:26]3[CH2:31][CH2:30][NH:29][CH2:28][CH2:27]3)=[CH:20][CH:19]=2)=[CH:14][CH:13]=1)(=[O:11])=[O:10].C([O-])([O-])=O.[K+].[K+].O.[CH3:39][C:40]1([CH3:43])[CH2:42][O:41]1, predict the reaction product. The product is: [CH3:39][C:40]([OH:41])([CH3:43])[CH2:42][N:29]1[CH2:30][CH2:31][CH:26]([CH2:25][O:24][C:21]2[CH:22]=[CH:23][C:18]([C:15]3[CH:14]=[CH:13][C:12]([S:9]([CH3:8])(=[O:11])=[O:10])=[CH:17][CH:16]=3)=[CH:19][CH:20]=2)[CH2:27][CH2:28]1. (7) Given the reactants [N:1]1([C:8]2[CH:13]=[CH:12][C:11]([C:14]3[CH:19]=[CH:18][C:17]([O:20][CH2:21][CH2:22][O:23][CH2:24][CH2:25][CH2:26][CH3:27])=[CH:16][CH:15]=3)=[CH:10][C:9]=2/[CH:28]=[CH:29]/[C:30]([O:32]CC)=[O:31])[CH2:7][CH2:6][CH2:5][CH2:4][CH2:3][CH2:2]1.[OH-].[Na+].Cl, predict the reaction product. The product is: [N:1]1([C:8]2[CH:13]=[CH:12][C:11]([C:14]3[CH:19]=[CH:18][C:17]([O:20][CH2:21][CH2:22][O:23][CH2:24][CH2:25][CH2:26][CH3:27])=[CH:16][CH:15]=3)=[CH:10][C:9]=2/[CH:28]=[CH:29]/[C:30]([OH:32])=[O:31])[CH2:2][CH2:3][CH2:4][CH2:5][CH2:6][CH2:7]1. (8) Given the reactants [CH2:1]([O:3][CH2:4][C:5]([OH:7])=O)[CH3:2].[NH2:8][C:9]1[N:14]=[N:13][C:12]([N:15]2[CH2:20][CH2:19][N:18]([C:21]([C:23]3[CH:28]=[CH:27][CH:26]=[CH:25][C:24]=3[C:29]([F:32])([F:31])[F:30])=[O:22])[CH2:17][CH2:16]2)=[CH:11][CH:10]=1, predict the reaction product. The product is: [CH2:1]([O:3][CH2:4][C:5]([NH:8][C:9]1[N:14]=[N:13][C:12]([N:15]2[CH2:16][CH2:17][N:18]([C:21](=[O:22])[C:23]3[CH:28]=[CH:27][CH:26]=[CH:25][C:24]=3[C:29]([F:32])([F:31])[F:30])[CH2:19][CH2:20]2)=[CH:11][CH:10]=1)=[O:7])[CH3:2].